From a dataset of Full USPTO retrosynthesis dataset with 1.9M reactions from patents (1976-2016). Predict the reactants needed to synthesize the given product. (1) Given the product [CH3:1][C:2]1[C:6]([C:7]2[N:8]([C:24]#[N:25])[C:9]3[C:14]([C:15]=2[C:16]2[CH:21]=[CH:20][C:19]([OH:22])=[CH:18][CH:17]=2)=[CH:13][CH:12]=[CH:11][CH:10]=3)=[C:5]([CH3:26])[S:4][N:3]=1, predict the reactants needed to synthesize it. The reactants are: [CH3:1][C:2]1[C:6]([C:7]2[N:8]([C:24]#[N:25])[C:9]3[C:14]([C:15]=2[C:16]2[CH:21]=[CH:20][C:19]([O:22]C)=[CH:18][CH:17]=2)=[CH:13][CH:12]=[CH:11][CH:10]=3)=[C:5]([CH3:26])[S:4][N:3]=1.B(F)(F)F.S(C)C.C([O-])(O)=O.[Na+]. (2) The reactants are: [CH3:1][C:2]1[CH:9]=[C:8]([OH:10])[CH:7]=[C:6]([CH3:11])[C:3]=1[CH:4]=O.[NH:12]1[CH2:16][CH2:15][CH2:14][CH2:13]1. Given the product [CH3:1][C:2]1[CH:9]=[C:8]([OH:10])[CH:7]=[C:6]([CH3:11])[C:3]=1[CH2:4][N:12]1[CH2:16][CH2:15][CH2:14][CH2:13]1, predict the reactants needed to synthesize it. (3) Given the product [C:13]1([CH2:12][C@H:11]([NH:19][C:20](=[O:23])/[CH:3]=[CH:2]/[CH2:1][Si:4]([CH3:7])([CH3:6])[CH3:5])[C:10]([O:9][CH3:8])=[O:24])[CH:14]=[CH:15][CH:16]=[CH:17][CH:18]=1, predict the reactants needed to synthesize it. The reactants are: [CH2:1]([Si:4]([CH3:7])([CH3:6])[CH3:5])[CH:2]=[CH2:3].[CH3:8][O:9][C:10](=[O:24])[C@@H:11]([NH:19][C:20](=[O:23])C=C)[CH2:12][C:13]1[CH:18]=[CH:17][CH:16]=[CH:15][CH:14]=1.